This data is from Full USPTO retrosynthesis dataset with 1.9M reactions from patents (1976-2016). The task is: Predict the reactants needed to synthesize the given product. (1) Given the product [Cl:1][C:2]1[N:6]([CH3:7])[N:5]=[C:4]([C:8]([F:9])([F:10])[F:11])[C:3]=1[C:12](=[O:22])[CH2:15][C:14]#[N:16], predict the reactants needed to synthesize it. The reactants are: [Cl:1][C:2]1[N:6]([CH3:7])[N:5]=[C:4]([C:8]([F:11])([F:10])[F:9])[C:3]=1[C:12]#N.[C:14](#[N:16])[CH3:15].[H-].[Na+].Cl.C([O:22]CC)C. (2) Given the product [CH3:1][O:2][C:3](=[O:24])[CH2:4][CH2:5][CH2:6][C:7](=[O:23])[NH:8][C:9]1[CH:10]=[CH:11][C:12]([CH2:15][CH2:16][CH:17]([SH:19])[CH3:18])=[CH:13][CH:14]=1, predict the reactants needed to synthesize it. The reactants are: [CH3:1][O:2][C:3](=[O:24])[CH2:4][CH2:5][CH2:6][C:7](=[O:23])[NH:8][C:9]1[CH:14]=[CH:13][C:12]([CH2:15][CH2:16][CH:17]([S:19]C(=O)C)[CH3:18])=[CH:11][CH:10]=1.C(=O)([O-])[O-].[K+].[K+]. (3) Given the product [C:15]([Si:12]([O:11][CH:8]([C:4]1[CH:5]=[CH:6][CH:7]=[C:2]([Cl:1])[CH:3]=1)[CH:9]=[CH2:10])([CH3:14])[CH3:13])([CH3:18])([CH3:17])[CH3:16], predict the reactants needed to synthesize it. The reactants are: [Cl:1][C:2]1[CH:3]=[C:4]([CH:8]([OH:11])[CH:9]=[CH2:10])[CH:5]=[CH:6][CH:7]=1.[Si:12](Cl)([C:15]([CH3:18])([CH3:17])[CH3:16])([CH3:14])[CH3:13].N1C=CN=C1. (4) Given the product [C:1]([NH:9][C@H:10]([C:37](=[O:49])[NH:38][CH2:39][CH2:40][CH2:41][CH2:42][C:43]1[CH:44]=[CH:45][CH:46]=[CH:47][CH:48]=1)[CH2:11][C:12]1[CH:36]=[CH:35][C:15]([O:16][CH:17]([C:21]2[N:22]=[N:23][NH:24][N:25]=2)[C:18]([OH:20])=[O:19])=[CH:14][CH:13]=1)(=[O:8])[C:2]1[CH:3]=[CH:4][CH:5]=[CH:6][CH:7]=1, predict the reactants needed to synthesize it. The reactants are: [C:1]([NH:9][C@H:10]([C:37](=[O:49])[NH:38][CH2:39][CH2:40][CH2:41][CH2:42][C:43]1[CH:48]=[CH:47][CH:46]=[CH:45][CH:44]=1)[CH2:11][C:12]1[CH:36]=[CH:35][C:15]([O:16][CH:17]([C:21]2[N:22]=[N:23][N:24](C(C)(C3C=CC=CC=3)C)[N:25]=2)[C:18]([OH:20])=[O:19])=[CH:14][CH:13]=1)(=[O:8])[C:2]1[CH:7]=[CH:6][CH:5]=[CH:4][CH:3]=1.C(O[K])=O.